From a dataset of Catalyst prediction with 721,799 reactions and 888 catalyst types from USPTO. Predict which catalyst facilitates the given reaction. (1) Reactant: [Cl:1][C:2]1[N:6]([CH3:7])[N:5]=[C:4]([C:8]2[CH:13]=[CH:12][C:11]([O:14][CH3:15])=[C:10]([CH3:16])[CH:9]=2)[C:3]=1[CH:17]=O.FC(F)(F)C(O)=O.C[SiH](C)C. Product: [Cl:1][C:2]1[N:6]([CH3:7])[N:5]=[C:4]([C:8]2[CH:13]=[CH:12][C:11]([O:14][CH3:15])=[C:10]([CH3:16])[CH:9]=2)[C:3]=1[CH3:17]. The catalyst class is: 6. (2) Reactant: Cl[C:2]1[N:7]=[C:6]([C:8]2[C:17]3[CH2:16][CH2:15][CH2:14][CH2:13][C:12]=3[N:11]=[C:10]([O:18][CH2:19][C:20]3[CH:25]=[CH:24][CH:23]=[CH:22][N:21]=3)[CH:9]=2)[CH:5]=[N:4][CH:3]=1.Cl.[CH3:27][NH:28][CH3:29].C(=O)([O-])[O-].[Cs+].[Cs+].CN(C=O)C. Product: [CH3:27][N:28]([CH3:29])[C:2]1[CH:3]=[N:4][CH:5]=[C:6]([C:8]2[C:17]3[CH2:16][CH2:15][CH2:14][CH2:13][C:12]=3[N:11]=[C:10]([O:18][CH2:19][C:20]3[CH:25]=[CH:24][CH:23]=[CH:22][N:21]=3)[CH:9]=2)[N:7]=1. The catalyst class is: 13. (3) Reactant: [CH3:1][C:2]([OH:33])([CH3:32])[CH:3]([C:5]1[CH:6]=[N:7][C:8]([C:11]2[NH:12][C:13]([CH:16]([C:24]3[CH:29]=[CH:28][C:27]([S:30][CH3:31])=[CH:26][N:25]=3)[CH2:17][CH:18]3[CH2:23][CH2:22][O:21][CH2:20][CH2:19]3)=[CH:14][CH:15]=2)=[CH:9][CH:10]=1)[OH:4].[OH2:34].C([O-])([O-])=O.C([O-])([O-])=O.[OH:43]O.OO.OO.[Na+].[Na+].[Na+].[Na+].S([O-])([O-])=O.[Na+].[Na+]. Product: [CH3:32][C:2]([OH:33])([CH3:1])[CH:3]([C:5]1[CH:6]=[N:7][C:8]([C:11]2[NH:12][C:13]([CH:16]([C:24]3[CH:29]=[CH:28][C:27]([S:30]([CH3:31])(=[O:43])=[O:34])=[CH:26][N:25]=3)[CH2:17][CH:18]3[CH2:19][CH2:20][O:21][CH2:22][CH2:23]3)=[CH:14][CH:15]=2)=[CH:9][CH:10]=1)[OH:4]. The catalyst class is: 10.